Dataset: Catalyst prediction with 721,799 reactions and 888 catalyst types from USPTO. Task: Predict which catalyst facilitates the given reaction. (1) Reactant: [Cl:1][C:2]1[CH:7]=[CH:6][C:5]([C@@H:8]2[CH2:13][CH2:12][N:11]([C:14]([O:16][C:17]([CH3:20])([CH3:19])[CH3:18])=[O:15])[CH2:10][C@H:9]2[CH2:21][OH:22])=[CH:4][CH:3]=1.[H-].[Na+].F[C:26]1[CH:33]=[CH:32][C:31]([I:34])=[CH:30][C:27]=1[C:28]#[N:29].[Cl-].[NH4+]. Product: [Cl:1][C:2]1[CH:3]=[CH:4][C:5]([C@@H:8]2[CH2:13][CH2:12][N:11]([C:14]([O:16][C:17]([CH3:18])([CH3:19])[CH3:20])=[O:15])[CH2:10][C@H:9]2[CH2:21][O:22][C:26]2[CH:33]=[CH:32][C:31]([I:34])=[CH:30][C:27]=2[C:28]#[N:29])=[CH:6][CH:7]=1. The catalyst class is: 42. (2) Reactant: [C:1]([C:3]1[CH:4]=[N:5][CH:6]=[CH:7][CH:8]=1)#[N:2].Cl.[NH2:10][OH:11].[Na]. Product: [OH:11][NH:10][C:1](=[NH:2])[C:3]1[CH:8]=[CH:7][CH:6]=[N:5][CH:4]=1. The catalyst class is: 5. (3) Product: [C:1]([N:4]1[C:13]2[C:8](=[CH:9][C:10]([C:14]3[O:58][N:59]=[C:60]([CH2:61][NH:62][C:63]([O:64][C:65]([CH3:66])([CH3:67])[CH3:68])=[O:69])[N:70]=3)=[CH:11][CH:12]=2)[C@H:7]([NH:17][C:18](=[O:19])[O:20][CH:21]([CH3:22])[CH3:23])[CH2:6][C@@H:5]1[CH3:24])(=[O:3])[CH3:2]. The catalyst class is: 9. Reactant: [C:1]([N:4]1[C:13]2[C:8](=[CH:9][C:10]([C:14](O)=O)=[CH:11][CH:12]=2)[C@H:7]([NH:17][C:18]([O:20][CH:21]([CH3:23])[CH3:22])=[O:19])[CH2:6][C@@H:5]1[CH3:24])(=[O:3])[CH3:2].CN(C(ON1N=NC2C=CC=NC1=2)=[N+](C)C)C.F[P-](F)(F)(F)(F)F.CCN(C(C)C)C(C)C.[OH:58][NH:59][C:60](=[NH:70])[CH2:61][NH:62][C:63](=[O:69])[O:64][C:65]([CH3:68])([CH3:67])[CH3:66]. (4) Reactant: C(=O)([O-])[O-:2].[K+].[K+].[C:7]([N:9]=[S:10]([CH3:18])[C:11]1[CH:16]=[CH:15][C:14]([Br:17])=[CH:13][CH:12]=1)#[N:8]. Product: [C:7]([N:9]=[S:10]([CH3:18])([C:11]1[CH:16]=[CH:15][C:14]([Br:17])=[CH:13][CH:12]=1)=[O:2])#[N:8]. The catalyst class is: 8. (5) Reactant: [C:1]([C:3]1[CH:4]=[C:5](I)[C:6]([CH3:13])=[C:7]([CH:12]=1)[C:8]([O:10][CH3:11])=[O:9])#[N:2].[CH3:15][N:16]1[C:20](B2OC(C)(C)C(C)(C)O2)=[C:19]([CH3:30])[CH:18]=[N:17]1.C1(P(C2CCCCC2)C2C=CC=CC=2C2C(OC)=CC=CC=2OC)CCCCC1.P([O-])([O-])([O-])=O.[K+].[K+].[K+]. The catalyst class is: 498. Product: [C:1]([C:3]1[CH:4]=[C:5]([C:20]2[N:16]([CH3:15])[N:17]=[CH:18][C:19]=2[CH3:30])[C:6]([CH3:13])=[C:7]([CH:12]=1)[C:8]([O:10][CH3:11])=[O:9])#[N:2]. (6) Reactant: [CH:1]1[C:14]2[CH:13]=[C:12]([NH:15][C:16]3[C:17]4[C:22]([C:23]5[CH:24]=[CH:25][CH:26]=[CH:27][C:28]=5[CH:29]=3)=[CH:21][CH:20]=[CH:19][CH:18]=4)[C:11]3[C:6](=[CH:7][CH:8]=[CH:9][CH:10]=3)[C:5]=2[CH:4]=[CH:3][CH:2]=1.[Br:30][C:31]1[CH:36]=[CH:35][C:34](Br)=[CH:33][CH:32]=1.CC(C)([O-])C.[Na+]. Product: [Br:30][C:31]1[CH:36]=[CH:35][C:34]([N:15]([C:12]2[C:11]3[C:6]([C:5]4[CH:4]=[CH:3][CH:2]=[CH:1][C:14]=4[CH:13]=2)=[CH:7][CH:8]=[CH:9][CH:10]=3)[C:16]2[C:17]3[C:22]([C:23]4[CH:24]=[CH:25][CH:26]=[CH:27][C:28]=4[CH:29]=2)=[CH:21][CH:20]=[CH:19][CH:18]=3)=[CH:33][CH:32]=1. The catalyst class is: 101. (7) Reactant: [CH2:1]([N:5]1[C:13]2[N:12]=[CH:11][N:10]([CH2:14][C:15]3[CH:20]=[CH:19][CH:18]=[CH:17][CH:16]=3)[C:9]=2[C:8](=[O:21])[NH:7][C:6]1=[O:22])[CH2:2][CH2:3][CH3:4].C(=O)([O-])[O-].[K+].[K+].I[CH2:30][CH3:31]. Product: [CH2:1]([N:5]1[C:13]2[N:12]=[CH:11][N:10]([CH2:14][C:15]3[CH:16]=[CH:17][CH:18]=[CH:19][CH:20]=3)[C:9]=2[C:8](=[O:21])[N:7]([CH2:30][CH3:31])[C:6]1=[O:22])[CH2:2][CH2:3][CH3:4]. The catalyst class is: 3. (8) Reactant: [C:1]([O:5][C:6](=[O:16])[NH:7][C@@H:8]1[CH2:12][CH2:11][C@@H:10]([C:13](=O)[NH2:14])[CH2:9]1)([CH3:4])([CH3:3])[CH3:2].C(N(CC)CC)C.FC(F)(F)C(OC(=O)C(F)(F)F)=O. Product: [C:1]([O:5][C:6](=[O:16])[NH:7][C@@H:8]1[CH2:12][CH2:11][C@@H:10]([C:13]#[N:14])[CH2:9]1)([CH3:4])([CH3:2])[CH3:3]. The catalyst class is: 1. (9) Reactant: N(C(OC(C)C)=O)=NC(OC(C)C)=O.[F:15][C:16]1[CH:17]=[C:18]([C:31]2[C:32]([OH:38])=[CH:33][CH:34]=[C:35]([F:37])[CH:36]=2)[CH:19]=[CH:20][C:21]=1[S:22]([C:25]1[CH:30]=[CH:29][CH:28]=[CH:27][CH:26]=1)(=[O:24])=[O:23].[C:39]([O:44][C:45]([CH3:48])([CH3:47])[CH3:46])(=[O:43])[C@@H:40]([CH3:42])O.C1(P(C2C=CC=CC=2)C2C=CC=CC=2)C=CC=CC=1. Product: [F:15][C:16]1[CH:17]=[C:18]([C:31]2[CH:36]=[C:35]([F:37])[CH:34]=[CH:33][C:32]=2[O:38][C@@H:40]([CH3:42])[C:39]([O:44][C:45]([CH3:48])([CH3:47])[CH3:46])=[O:43])[CH:19]=[CH:20][C:21]=1[S:22]([C:25]1[CH:26]=[CH:27][CH:28]=[CH:29][CH:30]=1)(=[O:24])=[O:23]. The catalyst class is: 7. (10) Reactant: [Cl:1][C:2]1[CH:3]=[C:4]2[C:9](=[CH:10][C:11]=1[F:12])[CH2:8][N:7](C(=O)C(F)(F)F)[CH2:6][CH2:5]2.C([O-])([O-])=O.[K+].[K+].Cl. Product: [Cl:1][C:2]1[CH:3]=[C:4]2[C:9](=[CH:10][C:11]=1[F:12])[CH2:8][NH:7][CH2:6][CH2:5]2. The catalyst class is: 24.